Dataset: Ames mutagenicity test results for genotoxicity prediction. Task: Regression/Classification. Given a drug SMILES string, predict its toxicity properties. Task type varies by dataset: regression for continuous values (e.g., LD50, hERG inhibition percentage) or binary classification for toxic/non-toxic outcomes (e.g., AMES mutagenicity, cardiotoxicity, hepatotoxicity). Dataset: ames. (1) The compound is O=C(O)[C@@H]1O[C@H](N(O)c2ccc(-c3ccccc3)cc2)[C@@H](O)[C@H](O)[C@H]1O. The result is 1 (mutagenic). (2) The drug is O=NN(CCCl)C(=O)NCCO. The result is 1 (mutagenic). (3) The compound is O=[N+]([O-])c1ccc2c(c1)-c1cccc3cccc-2c13. The result is 1 (mutagenic). (4) The molecule is Cc1cc(S(=O)(=O)O)c(N)cc1Cl. The result is 1 (mutagenic).